This data is from Catalyst prediction with 721,799 reactions and 888 catalyst types from USPTO. The task is: Predict which catalyst facilitates the given reaction. (1) The catalyst class is: 61. Reactant: [CH3:1][O:2][C:3]1[CH:10]=[C:9]([O:11][CH:12]2[CH2:17][CH2:16][CH2:15][CH2:14][O:13]2)[CH:8]=[CH:7][C:4]=1[CH:5]=O.[N:18]1([CH2:23][CH2:24][O:25][C:26]2[CH:31]=[CH:30][C:29]([NH2:32])=[CH:28][CH:27]=2)[CH2:22][CH2:21][CH2:20][CH2:19]1.S([O-])([O-])(=O)=O.[Mg+2].[BH4-].[Na+]. Product: [CH3:1][O:2][C:3]1[CH:10]=[C:9]([O:11][CH:12]2[CH2:17][CH2:16][CH2:15][CH2:14][O:13]2)[CH:8]=[CH:7][C:4]=1[CH2:5][NH:32][C:29]1[CH:30]=[CH:31][C:26]([O:25][CH2:24][CH2:23][N:18]2[CH2:22][CH2:21][CH2:20][CH2:19]2)=[CH:27][CH:28]=1. (2) Reactant: O=[C:2]([CH2:8][C:9](=O)[C:10]1[CH:15]=[CH:14][C:13]([N:16]2[CH2:21][CH2:20][CH2:19][CH2:18][CH2:17]2)=[CH:12][CH:11]=1)[C:3]([O:5][CH2:6][CH3:7])=[O:4].C(O)C.Cl.[C:27]([NH:31][NH2:32])([CH3:30])([CH3:29])[CH3:28].Cl. Product: [C:27]([N:31]1[C:9]([C:10]2[CH:15]=[CH:14][C:13]([N:16]3[CH2:21][CH2:20][CH2:19][CH2:18][CH2:17]3)=[CH:12][CH:11]=2)=[CH:8][C:2]([C:3]([O:5][CH2:6][CH3:7])=[O:4])=[N:32]1)([CH3:30])([CH3:29])[CH3:28]. The catalyst class is: 4. (3) Reactant: [F:1][C:2]1[CH:7]=[CH:6][C:5]([C:8]2[N:12]([CH3:13])[N:11]=[CH:10][C:9]=2/[CH:14]=[CH:15]/[C:16]([OH:18])=O)=[CH:4][CH:3]=1.[C:19](Cl)(=[O:23])[C:20](Cl)=O.[O:25]1[CH2:29][CH2:28][CH2:27][CH2:26]1. Product: [F:1][C:2]1[CH:3]=[CH:4][C:5]([C:8]2[N:12]([CH3:13])[N:11]=[CH:10][C:9]=2/[CH:14]=[CH:15]/[C:16]([NH:11][C:10]2[CH:9]=[CH:8][C:28]([C:29]([O:23][CH2:19][CH3:20])=[O:25])=[CH:27][CH:26]=2)=[O:18])=[CH:6][CH:7]=1. The catalyst class is: 9. (4) The catalyst class is: 64. Product: [CH2:1]([O:3][C:4]([C:6]1([CH2:12][CH2:13][O:14][CH3:15])[CH2:7][CH2:8][N:9]([S:22]([N:16]2[CH2:21][CH2:20][O:19][CH2:18][CH2:17]2)(=[O:24])=[O:23])[CH2:10][CH2:11]1)=[O:5])[CH3:2]. Reactant: [CH2:1]([O:3][C:4]([C:6]1([CH2:12][CH2:13][O:14][CH3:15])[CH2:11][CH2:10][NH:9][CH2:8][CH2:7]1)=[O:5])[CH3:2].[N:16]1([S:22](Cl)(=[O:24])=[O:23])[CH2:21][CH2:20][O:19][CH2:18][CH2:17]1. (5) Reactant: [F:1][C:2]1[C:10]2[NH:9][C:8](=[O:11])[N:7]([CH:12]3[CH2:17][CH2:16][N:15](C(OC(C)(C)C)=O)[CH2:14][CH2:13]3)[C:6]=2[CH:5]=[C:4]([CH3:25])[C:3]=1[F:26].[ClH:27]. Product: [ClH:27].[F:1][C:2]1[C:10]2[NH:9][C:8](=[O:11])[N:7]([CH:12]3[CH2:13][CH2:14][NH:15][CH2:16][CH2:17]3)[C:6]=2[CH:5]=[C:4]([CH3:25])[C:3]=1[F:26]. The catalyst class is: 269. (6) Reactant: [H-].[Na+].[Br:3][C:4]1[CH:9]=[CH:8][C:7]([N:10]2[C:21]3[C:13](=[C:14]4[N:18]([C:19](=[O:22])[CH:20]=3)[CH2:17][CH2:16][CH2:15]4)[NH:12][C:11]2=[O:23])=[C:6]([F:24])[CH:5]=1.[CH:25]1([S:28](Cl)(=[O:30])=[O:29])[CH2:27][CH2:26]1. Product: [Br:3][C:4]1[CH:9]=[CH:8][C:7]([N:10]2[C:21]3[C:13](=[C:14]4[N:18]([C:19](=[O:22])[CH:20]=3)[CH2:17][CH2:16][CH2:15]4)[N:12]([S:28]([CH:25]3[CH2:27][CH2:26]3)(=[O:30])=[O:29])[C:11]2=[O:23])=[C:6]([F:24])[CH:5]=1. The catalyst class is: 198. (7) Reactant: [CH2:1]([N:8]1[CH2:17][CH2:16][C:15]2[C:14]([C:18]([NH:20][C@@H:21]([CH2:39][C:40]3[CH:45]=[C:44]([F:46])[CH:43]=[C:42]([F:47])[CH:41]=3)[C@H:22]([OH:38])[CH2:23][NH:24][C:25]3([C:28]4[CH:33]=[CH:32][CH:31]=[C:30]([C:34]([F:37])([F:36])[F:35])[CH:29]=4)[CH2:27][CH2:26]3)=[O:19])=[CH:13][CH:12]=[CH:11][C:10]=2[C:9]1=[O:48])[C:2]1[CH:7]=[CH:6][CH:5]=[CH:4][CH:3]=1.[ClH:49]. Product: [ClH:49].[CH2:1]([N:8]1[CH2:17][CH2:16][C:15]2[C:14]([C:18]([NH:20][C@@H:21]([CH2:39][C:40]3[CH:41]=[C:42]([F:47])[CH:43]=[C:44]([F:46])[CH:45]=3)[C@H:22]([OH:38])[CH2:23][NH:24][C:25]3([C:28]4[CH:33]=[CH:32][CH:31]=[C:30]([C:34]([F:35])([F:37])[F:36])[CH:29]=4)[CH2:27][CH2:26]3)=[O:19])=[CH:13][CH:12]=[CH:11][C:10]=2[C:9]1=[O:48])[C:2]1[CH:3]=[CH:4][CH:5]=[CH:6][CH:7]=1. The catalyst class is: 27.